This data is from Forward reaction prediction with 1.9M reactions from USPTO patents (1976-2016). The task is: Predict the product of the given reaction. (1) Given the reactants [NH2:1][C:2]1[CH:7]=[C:6]([N:8]2[CH2:13][CH2:12][O:11][CH2:10][CH2:9]2)[N:5]=[CH:4][C:3]=1[C:14]1[CH2:19][CH2:18][N:17]([C:20]([O:22][C:23]([CH3:26])([CH3:25])[CH3:24])=[O:21])[CH2:16][CH:15]=1.Cl[C:28]1[C:37]2[C:32](=[CH:33][C:34]([F:39])=[CH:35][C:36]=2[F:38])[N:31]=[C:30]([C:40]2[CH:45]=[CH:44][CH:43]=[CH:42][N:41]=2)[C:29]=1[CH3:46].C1(P(C2CCCCC2)C2C=CC=CC=2C2C(C(C)C)=CC(C(C)C)=CC=2C(C)C)CCCCC1.CC(C)([O-])C.[Na+], predict the reaction product. The product is: [F:38][C:36]1[CH:35]=[C:34]([F:39])[CH:33]=[C:32]2[C:37]=1[C:28]([NH:1][C:2]1[CH:7]=[C:6]([N:8]3[CH2:13][CH2:12][O:11][CH2:10][CH2:9]3)[N:5]=[CH:4][C:3]=1[C:14]1[CH2:19][CH2:18][N:17]([C:20]([O:22][C:23]([CH3:26])([CH3:25])[CH3:24])=[O:21])[CH2:16][CH:15]=1)=[C:29]([CH3:46])[C:30]([C:40]1[CH:45]=[CH:44][CH:43]=[CH:42][N:41]=1)=[N:31]2. (2) Given the reactants [C:1]([O:5][C:6](=[O:17])[CH2:7][CH2:8][C:9]1[CH:14]=[CH:13][C:12]([NH2:15])=[C:11]([F:16])[CH:10]=1)([CH3:4])([CH3:3])[CH3:2].Cl[C:19](Cl)([O:21]C(=O)OC(Cl)(Cl)Cl)Cl.CCN(CC)CC, predict the reaction product. The product is: [C:1]([O:5][C:6](=[O:17])[CH2:7][CH2:8][C:9]1[CH:14]=[CH:13][C:12]([N:15]=[C:19]=[O:21])=[C:11]([F:16])[CH:10]=1)([CH3:4])([CH3:2])[CH3:3]. (3) Given the reactants [CH:1]([O:4][C:5]1[C:10]([O:11][CH3:12])=[CH:9][C:8](/[CH:13]=[CH:14]/[C:15](OC)=[O:16])=[C:7]([N+:19]([O-])=O)[CH:6]=1)([CH3:3])[CH3:2].C(OCC)(=O)C, predict the reaction product. The product is: [CH:1]([O:4][C:5]1[CH:6]=[C:7]2[C:8]([CH2:13][CH2:14][C:15](=[O:16])[NH:19]2)=[CH:9][C:10]=1[O:11][CH3:12])([CH3:3])[CH3:2].